The task is: Predict the reactants needed to synthesize the given product.. This data is from Full USPTO retrosynthesis dataset with 1.9M reactions from patents (1976-2016). (1) Given the product [N:31]([CH:2]([CH3:1])[CH2:6][C:7]1[CH:8]=[CH:9][C:10]([C:13]2[N:17]=[CH:16][N:15]([C:18]3[CH:19]=[CH:20][C:21]([O:24][C:25]([F:26])([F:27])[F:28])=[CH:22][CH:23]=3)[N:14]=2)=[CH:11][CH:12]=1)=[C:34]=[O:37], predict the reactants needed to synthesize it. The reactants are: [CH3:1][CH:2]([CH2:6][C:7]1[CH:12]=[CH:11][C:10]([C:13]2[N:17]=[CH:16][N:15]([C:18]3[CH:23]=[CH:22][C:21]([O:24][C:25]([F:28])([F:27])[F:26])=[CH:20][CH:19]=3)[N:14]=2)=[CH:9][CH:8]=1)C(O)=O.C([N:31]([CH2:34]C)CC)C.P(N=[N+]=[N-])(=O)(OC1C=CC=CC=1)[O:37]C1C=CC=CC=1. (2) Given the product [C:20]([CH2:21][C:2]1[CH:7]=[CH:6][C:5]([C@@H:8]([NH:10][S@@:11]([C:13]([CH3:16])([CH3:15])[CH3:14])=[O:12])[CH3:9])=[C:4]([F:17])[CH:3]=1)#[N:19], predict the reactants needed to synthesize it. The reactants are: Br[C:2]1[CH:7]=[CH:6][C:5]([C@@H:8]([NH:10][S@@:11]([C:13]([CH3:16])([CH3:15])[CH3:14])=[O:12])[CH3:9])=[C:4]([F:17])[CH:3]=1.O1C=[C:21](B2OC(C)(C)C(C)(C)O2)[CH:20]=[N:19]1.C(Cl)Cl.[F-].[K+]. (3) Given the product [C:27]([O:26][C:24]([N:21]1[CH2:22][CH2:23][NH:18][CH:19]([CH2:31][C:32]([O:34][CH2:42][C:43]([C:45]2[CH:50]=[CH:49][C:48]([F:51])=[CH:47][CH:46]=2)=[O:44])=[O:33])[CH2:20]1)=[O:25])([CH3:28])([CH3:29])[CH3:30], predict the reactants needed to synthesize it. The reactants are: C1C2C(COC([N:18]3[CH2:23][CH2:22][N:21]([C:24]([O:26][C:27]([CH3:30])([CH3:29])[CH3:28])=[O:25])[CH2:20][CH:19]3[CH2:31][C:32]([OH:34])=[O:33])=O)C3C(=CC=CC=3)C=2C=CC=1.C(=O)([O-])[O-].[K+].[K+].Br[CH2:42][C:43]([C:45]1[CH:50]=[CH:49][C:48]([F:51])=[CH:47][CH:46]=1)=[O:44]. (4) Given the product [NH2:1][C:2]1[N:10]=[CH:9][N:8]=[C:7]2[C:3]=1[N:4]=[CH:5][N:6]2[C@H:11]1[C@@H:15]2[O:16][C:17]([CH3:20])([CH3:19])[O:18][C@@H:14]2[C@@H:13]([CH2:21][NH:22][CH2:23][CH2:24][CH2:25][CH2:26][C:27]([O:29][CH3:30])=[O:28])[O:12]1, predict the reactants needed to synthesize it. The reactants are: [NH2:1][C:2]1[N:10]=[CH:9][N:8]=[C:7]2[C:3]=1[N:4]=[CH:5][N:6]2[C@H:11]1[C@@H:15]2[O:16][C:17]([CH3:20])([CH3:19])[O:18][C@@H:14]2[C@@H:13]([CH2:21][N:22](CC2C=CC=CC=2)[CH2:23][CH2:24][CH2:25][CH2:26][C:27]([O:29][CH3:30])=[O:28])[O:12]1. (5) Given the product [CH3:12][N:13]([CH3:17])[CH2:14][C:15]#[C:16][C:18]([OH:20])=[O:19], predict the reactants needed to synthesize it. The reactants are: [Li]CCCC.CCCCCC.[CH3:12][N:13]([CH3:17])[CH2:14][C:15]#[CH:16].[C:18](=[O:20])=[O:19].